From a dataset of Catalyst prediction with 721,799 reactions and 888 catalyst types from USPTO. Predict which catalyst facilitates the given reaction. (1) Reactant: [NH2:1][CH2:2][CH2:3][NH:4][CH2:5][C:6]([O:8][CH3:9])=[O:7].Cl[C:11]([C@:13]12[CH2:48][CH2:47][C@@H:46]([C:49]([CH3:51])=[CH2:50])[C@@H:14]1[C@@H:15]1[C@@:28]([CH3:31])([CH2:29][CH2:30]2)[C@@:27]2([CH3:32])[C@@H:18]([C@:19]3([CH3:45])[C@@H:24]([CH2:25][CH2:26]2)[C:23]([CH3:34])([CH3:33])[C:22]([C:35]2[CH:44]=[CH:43][C:38]([C:39]([O:41][CH3:42])=[O:40])=[CH:37][CH:36]=2)=[CH:21][CH2:20]3)[CH2:17][CH2:16]1)=[O:12]. Product: [CH3:9][O:8][C:6](=[O:7])[CH2:5][NH:4][CH2:3][CH2:2][NH:1][C:11]([C@:13]12[CH2:48][CH2:47][C@@H:46]([C:49]([CH3:51])=[CH2:50])[C@@H:14]1[C@@H:15]1[C@@:28]([CH3:31])([CH2:29][CH2:30]2)[C@@:27]2([CH3:32])[C@@H:18]([C@:19]3([CH3:45])[C@@H:24]([CH2:25][CH2:26]2)[C:23]([CH3:34])([CH3:33])[C:22]([C:35]2[CH:36]=[CH:37][C:38]([C:39]([O:41][CH3:42])=[O:40])=[CH:43][CH:44]=2)=[CH:21][CH2:20]3)[CH2:17][CH2:16]1)=[O:12]. The catalyst class is: 79. (2) Reactant: [OH-].[K+].[CH:3]1([O:8][C:9]2[C:10]([O:19][CH3:20])=[N:11][CH:12]=[C:13]([CH:18]=2)[C:14]([O:16]C)=[O:15])[CH2:7][CH2:6][CH2:5][CH2:4]1. Product: [CH:3]1([O:8][C:9]2[C:10]([O:19][CH3:20])=[N:11][CH:12]=[C:13]([CH:18]=2)[C:14]([OH:16])=[O:15])[CH2:4][CH2:5][CH2:6][CH2:7]1. The catalyst class is: 72. (3) Reactant: [Cl:1][C:2]1[CH:3]=[CH:4][C:5]([C:10]2[C@@H:15]([O:16][C:17](=[O:22])[C:18]([CH3:21])([CH3:20])[CH3:19])[CH2:14][N:13](C(OC(C)(C)C)=O)[CH2:12][CH:11]=2)=[N:6][C:7]=1[O:8][CH3:9].Cl.O1CCOCC1. Product: [C:17]([O:16][C@@H:15]1[C:10]([C:5]2[CH:4]=[CH:3][C:2]([Cl:1])=[C:7]([O:8][CH3:9])[N:6]=2)=[CH:11][CH2:12][NH:13][CH2:14]1)(=[O:22])[C:18]([CH3:21])([CH3:20])[CH3:19]. The catalyst class is: 5. (4) Reactant: [BH4-].[Na+].[Cl:3][C:4]1[CH:9]=[CH:8][C:7]([C:10]2[N:11]=[C:12]3[CH:17]=[CH:16][C:15]([C:18]4[CH:27]=[C:26]5[C:21]([CH2:22][CH2:23][CH2:24][C:25]5=[O:28])=[CH:20][CH:19]=4)=[CH:14][N:13]3[CH:29]=2)=[CH:6][CH:5]=1. Product: [Cl:3][C:4]1[CH:9]=[CH:8][C:7]([C:10]2[N:11]=[C:12]3[CH:17]=[CH:16][C:15]([C:18]4[CH:27]=[C:26]5[C:21]([CH2:22][CH2:23][CH2:24][CH:25]5[OH:28])=[CH:20][CH:19]=4)=[CH:14][N:13]3[CH:29]=2)=[CH:6][CH:5]=1. The catalyst class is: 5. (5) Reactant: F[C:2]1[CH:7]=[C:6]([F:8])[CH:5]=[CH:4][C:3]=1[N+:9]([O-:11])=[O:10].[C:12]([O:16][C:17]([N:19]1[CH2:22][CH:21]([NH2:23])[CH2:20]1)=[O:18])([CH3:15])([CH3:14])[CH3:13].CCN(C(C)C)C(C)C. Product: [C:12]([O:16][C:17]([N:19]1[CH2:22][CH:21]([NH:23][C:2]2[CH:7]=[C:6]([F:8])[CH:5]=[CH:4][C:3]=2[N+:9]([O-:11])=[O:10])[CH2:20]1)=[O:18])([CH3:15])([CH3:13])[CH3:14]. The catalyst class is: 23. (6) Reactant: [Br:1][C:2]1[CH:11]=[C:10]2[C:5]([CH:6]=[CH:7][C:8]([O:12][CH:13]([O:17][CH3:18])[C:14]([OH:16])=O)=[CH:9]2)=[CH:4][CH:3]=1.C(N(CC)C(C)C)(C)C.Cl.[CH3:29][O:30][CH2:31][C:32]([CH3:35])([NH2:34])[CH3:33]. Product: [Br:1][C:2]1[CH:11]=[C:10]2[C:5]([CH:6]=[CH:7][C:8]([O:12][CH:13]([O:17][CH3:18])[C:14]([NH:34][C:32]([CH3:35])([CH3:33])[CH2:31][O:30][CH3:29])=[O:16])=[CH:9]2)=[CH:4][CH:3]=1. The catalyst class is: 4. (7) Reactant: [CH3:1][O:2][C:3]1[CH:4]=[C:5]([NH:15][C:16]([NH2:18])=[NH:17])[CH:6]=[CH:7][C:8]=1[N:9]1[CH:13]=[C:12]([CH3:14])[N:11]=[CH:10]1.O=[C:20]1[CH2:25][CH2:24][N:23]([C:26]([O:28][C:29]([CH3:32])([CH3:31])[CH3:30])=[O:27])[CH2:22][CH:21]1[C:33](=O)[CH2:34][CH2:35][CH:36]1[CH2:40][CH2:39][CH2:38][O:37]1.C(=O)([O-])[O-].[K+].[K+]. Product: [CH3:1][O:2][C:3]1[CH:4]=[C:5]([NH:15][C:16]2[N:18]=[C:33]([CH2:34][CH2:35][CH:36]3[CH2:40][CH2:39][CH2:38][O:37]3)[C:21]3[CH2:22][N:23]([C:26]([O:28][C:29]([CH3:32])([CH3:30])[CH3:31])=[O:27])[CH2:24][CH2:25][C:20]=3[N:17]=2)[CH:6]=[CH:7][C:8]=1[N:9]1[CH:13]=[C:12]([CH3:14])[N:11]=[CH:10]1. The catalyst class is: 8. (8) Reactant: Br[C:2]1[CH:3]=[C:4]2[C:9](=[CH:10][CH:11]=1)[CH:8]=[C:7]([O:12][CH2:13][CH2:14][CH2:15][N:16]1[CH2:21][CH2:20][CH2:19][CH2:18][CH2:17]1)[CH:6]=[CH:5]2.B1(B2OC(C)(C)C(C)(C)O2)OC(C)(C)[C:24](C)(C)O1.C([O-])(=O)C.[K+].ClCCl.Br[C:49]1[C:57]2[C:52](=[CH:53][CH:54]=[C:55]([C:58]#[N:59])[CH:56]=2)[N:51]([CH:60]2[CH2:65][CH2:64][CH2:63][CH2:62][O:61]2)N=1.P([O-])([O-])([O-])=O.[K+].[K+].[K+]. Product: [N:16]1([CH2:15][CH2:14][CH2:13][O:12][C:7]2[CH:8]=[C:9]3[C:4](=[CH:5][CH:6]=2)[CH:3]=[C:2]([C:49]2[C:57]4[C:52](=[CH:53][CH:54]=[C:55]([C:58]#[N:59])[CH:56]=4)[N:51]([CH:60]4[CH2:65][CH2:64][CH2:63][CH2:62][O:61]4)[CH:24]=2)[CH:11]=[CH:10]3)[CH2:21][CH2:20][CH2:19][CH2:18][CH2:17]1. The catalyst class is: 9. (9) The catalyst class is: 7. Reactant: [Si]([O:8][C@@H:9]1[C@@:42]2([CH3:43])[C:13](=[CH:14][CH:15]=[C:16]3[C@@H:41]2[CH2:40][CH2:39][C@@:38]2([CH3:44])[C@H:17]3[CH2:18][CH:19]=[C:20]2[C@@H:21]([O:23][CH2:24]/[CH:25]=[CH:26]\[C:27]([CH3:37])([O:29][Si](CC)(CC)CC)[CH3:28])[CH3:22])[CH2:12][C@@H:11]([O:45][Si](C(C)(C)C)(C)C)[CH2:10]1)(C(C)(C)C)(C)C.[F-].C([N+](CCCC)(CCCC)CCCC)CCC. Product: [OH:8][C@@H:9]1[C@@:42]2([CH3:43])[C:13](=[CH:14][CH:15]=[C:16]3[C@@H:41]2[CH2:40][CH2:39][C@@:38]2([CH3:44])[C@H:17]3[CH2:18][CH:19]=[C:20]2[C@@H:21]([O:23][CH2:24]/[CH:25]=[CH:26]\[C:27]([OH:29])([CH3:28])[CH3:37])[CH3:22])[CH2:12][C@@H:11]([OH:45])[CH2:10]1. (10) Reactant: C([O:8][N:9]1[C:13](=[O:14])[CH2:12][CH:11]([NH:15][S:16]([N:19]2[CH2:24][CH2:23][CH:22]([C:25]3[CH:30]=[CH:29][C:28]([F:31])=[CH:27][CH:26]=3)[CH2:21][CH2:20]2)(=[O:18])=[O:17])[C:10]1=[O:32])C1C=CC=CC=1. Product: [F:31][C:28]1[CH:29]=[CH:30][C:25]([CH:22]2[CH2:23][CH2:24][N:19]([S:16]([NH:15][C@H:11]3[CH2:12][C:13](=[O:14])[N:9]([OH:8])[C:10]3=[O:32])(=[O:17])=[O:18])[CH2:20][CH2:21]2)=[CH:26][CH:27]=1. The catalyst class is: 29.